Dataset: Reaction yield outcomes from USPTO patents with 853,638 reactions. Task: Predict the reaction yield, written as a fraction of the theoretical maximum amount of product (1.0 means a 100% yield; for example, 0.34 means a 34% yield). The reactants are Cl[S:2]([C:5]1[CH:6]=[C:7]2[C:11](=[CH:12][CH:13]=1)[NH:10][C:9](=[O:14])[CH2:8]2)(=[O:4])=[O:3].[OH-].[NH4+:16]. The catalyst is C(O)C. The product is [NH2:16][S:2]([C:5]1[CH:6]=[C:7]2[C:11](=[CH:12][CH:13]=1)[NH:10][C:9](=[O:14])[CH2:8]2)(=[O:4])=[O:3]. The yield is 0.200.